From a dataset of Reaction yield outcomes from USPTO patents with 853,638 reactions. Predict the reaction yield, written as a fraction of the theoretical maximum amount of product (1.0 means a 100% yield; for example, 0.34 means a 34% yield). (1) The reactants are C[Al](C)C.[NH2:5][C:6]1[NH:10][N:9]=[C:8]([CH2:11][CH2:12][C:13]2[CH:14]=[C:15]([CH:20]=[CH:21][CH:22]=2)[C:16]([NH:18][CH3:19])=[O:17])[CH:7]=1.[CH3:23][N:24]1[CH2:29][CH2:28][N:27]([C:30]2[CH:39]=[CH:38][C:33]([C:34](OC)=[O:35])=[CH:32][CH:31]=2)[CH2:26][CH2:25]1.Cl. The catalyst is C1(C)C=CC=CC=1.CO. The product is [CH3:19][NH:18][C:16]([C:15]1[CH:14]=[C:13]([CH2:12][CH2:11][C:8]2[CH:7]=[C:6]([NH:5][C:34](=[O:35])[C:33]3[CH:32]=[CH:31][C:30]([N:27]4[CH2:26][CH2:25][N:24]([CH3:23])[CH2:29][CH2:28]4)=[CH:39][CH:38]=3)[NH:10][N:9]=2)[CH:22]=[CH:21][CH:20]=1)=[O:17]. The yield is 0.326. (2) The reactants are [C:1]([N:4]([CH3:47])[C:5]1[CH:10]=[CH:9][C:8]([C:11]2[N:12]=[C:13]3[C:19]4[CH:20]=[CH:21][CH:22]=[CH:23][C:18]=4[NH:17][C:16]4[N:24]=[CH:25][CH:26]=[CH:27][C:15]=4[N:14]3[C:28]=2[C:29]2[CH:34]=[CH:33][C:32]([C:35]3([NH:39]C(=O)OC(C)(C)C)[CH2:38][CH2:37][CH2:36]3)=[CH:31][CH:30]=2)=[CH:7][CH:6]=1)(=[O:3])[CH3:2].[ClH:48].O1CCOCC1. The catalyst is CO. The product is [ClH:48].[ClH:48].[ClH:48].[NH2:39][C:35]1([C:32]2[CH:33]=[CH:34][C:29]([C:28]3[N:14]4[C:15]5[CH:27]=[CH:26][CH:25]=[N:24][C:16]=5[NH:17][C:18]5[CH:23]=[CH:22][CH:21]=[CH:20][C:19]=5[C:13]4=[N:12][C:11]=3[C:8]3[CH:7]=[CH:6][C:5]([N:4]([CH3:47])[C:1](=[O:3])[CH3:2])=[CH:10][CH:9]=3)=[CH:30][CH:31]=2)[CH2:38][CH2:37][CH2:36]1. The yield is 0.930. (3) The reactants are [NH2:1][C:2]1[CH:10]=[CH:9][C:8]([F:11])=[CH:7][C:3]=1[C:4]([OH:6])=O.N1[CH:16]=[CH:15]N=C1.C(Cl)(=O)C.Cl.[NH2:22][CH:23]1[CH2:28][CH2:27][C:26](=[O:29])[NH:25][C:24]1=[O:30].P(OC1C=CC=CC=1)(OC1C=CC=CC=1)OC1C=CC=CC=1. The catalyst is C(#N)C. The product is [F:11][C:8]1[CH:7]=[C:3]2[C:2](=[CH:10][CH:9]=1)[N:1]=[C:15]([CH3:16])[N:22]([CH:23]1[CH2:28][CH2:27][C:26](=[O:29])[NH:25][C:24]1=[O:30])[C:4]2=[O:6]. The yield is 0.530. (4) The reactants are [C:1]([C:5]1[CH2:9][CH:8]=[CH:7][CH:6]=1)([CH3:4])([CH3:3])[CH3:2].[CH3:10][C:11]([CH3:13])=O.CO.N1CCCC1. The catalyst is C(O)(=O)C.CCOCC.O. The product is [C:1]([C:5]1[CH:9]=[CH:8][C:7](=[C:11]([CH3:13])[CH3:10])[CH:6]=1)([CH3:4])([CH3:3])[CH3:2]. The yield is 0.880. (5) The reactants are CS([C:5]1[O:6][C:7]([C:10]2[CH:11]=[CH:12][C:13]3[O:17][CH:16]=[C:15]([C:18]4[CH:23]=[CH:22][C:21]([O:24][C:25]([F:28])([F:27])[F:26])=[CH:20][CH:19]=4)[C:14]=3[CH:29]=2)=[N:8][N:9]=1)(=O)=O.[CH3:30][NH2:31].O1CCCC1. No catalyst specified. The product is [CH3:30][NH:31][C:5]1[O:6][C:7]([C:10]2[CH:11]=[CH:12][C:13]3[O:17][CH:16]=[C:15]([C:18]4[CH:23]=[CH:22][C:21]([O:24][C:25]([F:28])([F:27])[F:26])=[CH:20][CH:19]=4)[C:14]=3[CH:29]=2)=[N:8][N:9]=1. The yield is 0.330. (6) The reactants are [CH:1]1([CH:7]([NH:20][C:21]2[CH:29]=[CH:28][C:24]([C:25](O)=[O:26])=[CH:23][CH:22]=2)[C:8]2[N:12]([CH3:13])[C:11]3[CH:14]=[C:15]([O:18][CH3:19])[CH:16]=[CH:17][C:10]=3[N:9]=2)[CH2:6][CH2:5][CH2:4][CH2:3][CH2:2]1.Cl.[CH2:31]([O:33][C:34](=[O:38])[CH2:35][CH2:36][NH2:37])[CH3:32].O.ON1C2C=CC=CC=2N=N1.Cl.C(N=C=NCCCN(C)C)C.[Cl-].[NH4+]. The catalyst is CN(C)C=O.C(N(CC)CC)C. The product is [CH:1]1([CH:7]([NH:20][C:21]2[CH:22]=[CH:23][C:24]([C:25]([NH:37][CH2:36][CH2:35][C:34]([O:33][CH2:31][CH3:32])=[O:38])=[O:26])=[CH:28][CH:29]=2)[C:8]2[N:12]([CH3:13])[C:11]3[CH:14]=[C:15]([O:18][CH3:19])[CH:16]=[CH:17][C:10]=3[N:9]=2)[CH2:6][CH2:5][CH2:4][CH2:3][CH2:2]1. The yield is 0.450. (7) The reactants are Br[C:2]1[CH:7]=[CH:6][CH:5]=[CH:4][C:3]=1[N:8]1[C:12]([C:13]2[S:14][C:15]([C:18]3[CH:23]=[CH:22][CH:21]=[C:20]([S:24]([CH3:27])(=[O:26])=[O:25])[CH:19]=3)=[CH:16][CH:17]=2)=[CH:11][C:10]([C:28]([F:31])([F:30])[F:29])=[N:9]1.[N:32]1[CH:37]=[CH:36][CH:35]=[C:34](B(O)O)[CH:33]=1.C([O-])([O-])=O.[K+].[K+].O1CCOCC1. The catalyst is CCOC(C)=O.O. The product is [CH3:27][S:24]([C:20]1[CH:19]=[C:18]([C:15]2[S:14][C:13]([C:12]3[N:8]([C:3]4[CH:4]=[CH:5][CH:6]=[CH:7][C:2]=4[C:34]4[CH:33]=[N:32][CH:37]=[CH:36][CH:35]=4)[N:9]=[C:10]([C:28]([F:31])([F:30])[F:29])[CH:11]=3)=[CH:17][CH:16]=2)[CH:23]=[CH:22][CH:21]=1)(=[O:26])=[O:25]. The yield is 0.410. (8) The reactants are C1COCC1.[BH4-].[Na+].[OH:8][C@@:9]([C:41]1[CH:50]=[CH:49][C:48]2[C:43](=[CH:44][CH:45]=[C:46]([C:51]([NH:53][CH3:54])=[O:52])[CH:47]=2)[CH:42]=1)([C:17]1[N:18]=[CH:19][N:20]([C:22]([C:35]2[CH:40]=[CH:39][CH:38]=[CH:37][CH:36]=2)([C:29]2[CH:34]=[CH:33][CH:32]=[CH:31][CH:30]=2)[C:23]2[CH:28]=[CH:27][CH:26]=[CH:25][CH:24]=2)[CH:21]=1)[CH2:10][C:11](OC(C)C)=[O:12].[Cl-].[NH4+]. The catalyst is [Cl-].[Zn+2].[Cl-].C(OCC)(=O)C.O. The yield is 0.760. The product is [OH:8][C:9]([C:41]1[CH:42]=[C:43]2[C:48](=[CH:49][CH:50]=1)[CH:47]=[C:46]([C:51]([NH:53][CH3:54])=[O:52])[CH:45]=[CH:44]2)([C:17]1[N:18]=[CH:19][N:20]([C:22]([C:29]2[CH:34]=[CH:33][CH:32]=[CH:31][CH:30]=2)([C:35]2[CH:36]=[CH:37][CH:38]=[CH:39][CH:40]=2)[C:23]2[CH:28]=[CH:27][CH:26]=[CH:25][CH:24]=2)[CH:21]=1)[CH2:10][CH2:11][OH:12]. (9) The yield is 0.670. The reactants are [CH3:1][O:2][N:3]=[C:4]1[N:8]([CH:9]2[CH2:14][CH2:13][NH:12][CH2:11][CH2:10]2)[C@H:7]([C:15]2[CH:20]=[CH:19][CH:18]=[CH:17][CH:16]=2)[CH2:6][O:5]1.[CH3:21][O:22][C:23](=[O:40])[C:24]1[CH:29]=[CH:28][C:27]([O:30][C:31]2[CH:36]=[CH:35][C:34]([CH:37]=O)=[C:33]([CH3:39])[N:32]=2)=[CH:26][CH:25]=1.[BH-](OC(C)=O)(OC(C)=O)OC(C)=O.[Na+]. The catalyst is C(Cl)Cl. The product is [CH3:21][O:22][C:23](=[O:40])[C:24]1[CH:29]=[CH:28][C:27]([O:30][C:31]2[CH:36]=[CH:35][C:34]([CH2:37][N:12]3[CH2:11][CH2:10][CH:9]([N:8]4[C@H:7]([C:15]5[CH:20]=[CH:19][CH:18]=[CH:17][CH:16]=5)[CH2:6][O:5][C:4]4=[N:3][O:2][CH3:1])[CH2:14][CH2:13]3)=[C:33]([CH3:39])[N:32]=2)=[CH:26][CH:25]=1. (10) The product is [Cl:17][C:16]1[C:7]([N+:6]([O-:27])=[O:20])=[C:8]([CH:13]=[CH:14][CH:15]=1)[C:9]([O:11][CH3:12])=[O:10]. The catalyst is [Cl-].C([N+](CCCCCCCC)(CCCCCCCC)C)CCCCCCC.C1(C)C=CC=CC=1.O[W](O)(=O)=O. The yield is 0.740. The reactants are S(=O)(=O)(O)O.[NH2:6][C:7]1[C:16]([Cl:17])=[CH:15][CH:14]=[CH:13][C:8]=1[C:9]([O:11][CH3:12])=[O:10].OO.[OH-:20].[Na+].C(=O)([O-])O.[Na+].[OH2:27].